Dataset: Full USPTO retrosynthesis dataset with 1.9M reactions from patents (1976-2016). Task: Predict the reactants needed to synthesize the given product. (1) Given the product [Br:1][C:2]1[CH:3]=[CH:4][C:5]([CH2:8][N:27]2[CH:26]=[C:25]3[N:30]=[C:22]([C:16]4[CH:17]=[CH:18][CH:19]=[C:20]([F:21])[C:15]=4[F:14])[N:23]=[C:24]3[CH:29]=[N:28]2)=[N:6][CH:7]=1, predict the reactants needed to synthesize it. The reactants are: [Br:1][C:2]1[CH:3]=[CH:4][C:5]([CH2:8]OS(C)(=O)=O)=[N:6][CH:7]=1.[F:14][C:15]1[C:20]([F:21])=[CH:19][CH:18]=[CH:17][C:16]=1[C:22]1[N:30]=[C:25]2[CH:26]=[N:27][NH:28][CH:29]=[C:24]2[N:23]=1. (2) Given the product [C:17](=[N:16][N:4]1[C:5]2[C:14]3[CH:13]=[CH:12][CH:11]=[CH:10][C:9]=3[N:8]=[CH:7][C:6]=2[N:15]=[C:3]1[CH3:2])([CH3:22])[CH3:18], predict the reactants needed to synthesize it. The reactants are: Cl.[CH3:2][C:3]1[N:4]([NH2:16])[C:5]2[C:14]3[CH:13]=[CH:12][CH:11]=[CH:10][C:9]=3[N:8]=[CH:7][C:6]=2[N:15]=1.[C:17]1(C)[CH:22]=CC(S(O)(=O)=O)=C[CH:18]=1.O.CO. (3) Given the product [Cl:43][C:33]1[CH:34]=[C:35]([C:36]2[CH:41]=[CH:40][C:39]([O:42][C:2]3[CH:7]=[CH:6][N:5]=[C:4]([C:8]([F:11])([F:10])[F:9])[CH:3]=3)=[CH:38][CH:37]=2)[CH:30]([NH2:29])[NH:31][CH:32]=1, predict the reactants needed to synthesize it. The reactants are: Br[C:2]1[CH:7]=[CH:6][N:5]=[C:4]([C:8]([F:11])([F:10])[F:9])[CH:3]=1.P([O-])([O-])([O-])=O.[K+].[K+].[K+].N1C=CC=CC=1C(O)=O.[NH2:29][C:30]1[C:35]([C:36]2[CH:41]=[CH:40][C:39]([OH:42])=[CH:38][CH:37]=2)=[CH:34][C:33]([Cl:43])=[CH:32][N:31]=1.[NH4+].[Cl-]. (4) Given the product [Br:1][C:2]1[CH:3]=[C:4]2[C:5](=[CH:18][C:19]=1[C:20]([F:23])([F:22])[F:21])[O:6][CH2:7][C:8]1[N:9]2[CH:10]([CH3:16])[C:11](=[O:12])[NH:47][N:48]=1, predict the reactants needed to synthesize it. The reactants are: [Br:1][C:2]1[C:19]([C:20]([F:23])([F:22])[F:21])=[CH:18][C:5]2[O:6][CH2:7][C:8](=O)[N:9]([CH:10]([CH3:16])[C:11](OCC)=[O:12])[C:4]=2[CH:3]=1.COC1C=CC(P2(SP(C3C=CC(OC)=CC=3)(=S)S2)=S)=CC=1.O.[NH2:47][NH2:48]. (5) Given the product [Cl-:1].[C:24]([C:23]1[CH:22]=[C:21]([NH:20][CH:13]([C:14]2[CH:19]=[CH:18][CH:17]=[CH:16][CH:15]=2)[C:12]([O:30][C@@H:31]2[CH:36]3[CH2:37][CH2:38][N+:33]([CH2:2][C:3](=[O:4])[C:5]4[CH:10]=[CH:9][CH:8]=[CH:7][CH:6]=4)([CH2:34][CH2:35]3)[CH2:32]2)=[O:11])[CH:29]=[CH:28][CH:27]=1)([OH:26])=[O:25], predict the reactants needed to synthesize it. The reactants are: [Cl:1][CH2:2][C:3]([C:5]1[CH:10]=[CH:9][CH:8]=[CH:7][CH:6]=1)=[O:4].[O:11]=[C:12]([O:30][C@@H:31]1[CH:36]2[CH2:37][CH2:38][N:33]([CH2:34][CH2:35]2)[CH2:32]1)[CH:13]([NH:20][C:21]1[CH:22]=[C:23]([CH:27]=[CH:28][CH:29]=1)[C:24]([OH:26])=[O:25])[C:14]1[CH:19]=[CH:18][CH:17]=[CH:16][CH:15]=1. (6) Given the product [F:1][CH:2]1[CH2:7][CH2:6][N:5]([C:8]2[C:9]([NH2:14])=[N:10][CH:11]=[CH:12][CH:13]=2)[CH2:4][CH2:3]1, predict the reactants needed to synthesize it. The reactants are: [F:1][CH:2]1[CH2:7][CH2:6][N:5]([C:8]2[C:9]([N+:14]([O-])=O)=[N:10][CH:11]=[CH:12][CH:13]=2)[CH2:4][CH2:3]1. (7) Given the product [C:34]1([CH:27]([C:28]2[CH:29]=[CH:30][CH:31]=[CH:32][CH:33]=2)[N:20]2[C:21]3[C:26](=[CH:25][CH:24]=[CH:23][CH:22]=3)[C@:18]([C:10]3[C:9]([OH:8])=[CH:17][C:13]4[O:14][CH2:15][O:16][C:12]=4[CH:11]=3)([CH2:41][OH:42])[C:19]2=[O:40])[CH:35]=[CH:36][CH:37]=[CH:38][CH:39]=1, predict the reactants needed to synthesize it. The reactants are: C([O:8][C:9]1[C:10]([C@:18]2([CH2:41][O:42]CC3C=CC=CC=3)[C:26]3[C:21](=[CH:22][CH:23]=[CH:24][CH:25]=3)[N:20]([CH:27]([C:34]3[CH:39]=[CH:38][CH:37]=[CH:36][CH:35]=3)[C:28]3[CH:33]=[CH:32][CH:31]=[CH:30][CH:29]=3)[C:19]2=[O:40])=[CH:11][C:12]2[O:16][CH2:15][O:14][C:13]=2[CH:17]=1)C1C=CC=CC=1.C(O)(=O)C. (8) Given the product [NH:8]1[CH2:12][CH2:11][CH2:10][C@@H:9]1[CH2:13][O:14][C:15]1[C:16]([C:21]([O:23][CH2:24][CH3:25])=[O:22])=[N:17][CH:18]=[CH:19][CH:20]=1, predict the reactants needed to synthesize it. The reactants are: C(OC([N:8]1[CH2:12][CH2:11][CH2:10][C@@H:9]1[CH2:13][O:14][C:15]1[C:16]([C:21]([O:23][CH2:24][CH3:25])=[O:22])=[N:17][CH:18]=[CH:19][CH:20]=1)=O)(C)(C)C.FC(F)(F)C(O)=O. (9) Given the product [NH2:8][C:6]1[C:5]([CH3:11])=[CH:4][N:3]=[C:2]([Cl:1])[CH:7]=1, predict the reactants needed to synthesize it. The reactants are: [Cl:1][C:2]1[CH:7]=[C:6]([N+:8]([O-])=O)[C:5]([CH3:11])=[CH:4][N+:3]=1[O-].[OH-].[Na+]. (10) Given the product [CH2:24]([C:19]1[CH:20]=[N:21][CH:22]=[CH:23][C:18]=1[CH2:17][S:8][C:6]1[N:5]=[C:4]([OH:9])[CH:3]=[C:2]([CH3:1])[N:7]=1)[CH3:25], predict the reactants needed to synthesize it. The reactants are: [CH3:1][C:2]1[N:7]=[C:6]([SH:8])[N:5]=[C:4]([OH:9])[CH:3]=1.C(=O)([O-])[O-].[K+].[K+].Br[CH2:17][C:18]1[CH:23]=[CH:22][N:21]=[CH:20][C:19]=1[CH2:24][CH3:25].